Dataset: Peptide-MHC class I binding affinity with 185,985 pairs from IEDB/IMGT. Task: Regression. Given a peptide amino acid sequence and an MHC pseudo amino acid sequence, predict their binding affinity value. This is MHC class I binding data. (1) The MHC is HLA-A31:01 with pseudo-sequence HLA-A31:01. The peptide sequence is SLVITYCLV. The binding affinity (normalized) is 0.420. (2) The peptide sequence is ETIGLVRAL. The MHC is HLA-A02:50 with pseudo-sequence HLA-A02:50. The binding affinity (normalized) is 0.0847. (3) The peptide sequence is CADGTRHTY. The MHC is HLA-A03:01 with pseudo-sequence HLA-A03:01. The binding affinity (normalized) is 0.152. (4) The peptide sequence is SLTIKDSSNK. The MHC is H-2-Db with pseudo-sequence H-2-Db. The binding affinity (normalized) is 0. (5) The peptide sequence is ATAWRTGGY. The MHC is HLA-A02:11 with pseudo-sequence HLA-A02:11. The binding affinity (normalized) is 0.0847. (6) The peptide sequence is MVIENGILK. The MHC is HLA-A02:01 with pseudo-sequence HLA-A02:01. The binding affinity (normalized) is 0.